Dataset: Catalyst prediction with 721,799 reactions and 888 catalyst types from USPTO. Task: Predict which catalyst facilitates the given reaction. (1) Reactant: [C:1]([C:5]1[N:6]=[C:7]([NH2:10])[S:8][CH:9]=1)([CH3:4])([CH3:3])[CH3:2].[C:11]([O:15][C:16]([N:18]1[CH2:23][CH2:22][N:21]([C:24]2[CH:29]=[CH:28][C:27]([NH:30][C:31](OC3C=CC([N+]([O-])=O)=CC=3)=[O:32])=[CH:26][CH:25]=2)[CH2:20][CH2:19]1)=[O:17])([CH3:14])([CH3:13])[CH3:12]. Product: [C:11]([O:15][C:16]([N:18]1[CH2:23][CH2:22][N:21]([C:24]2[CH:25]=[CH:26][C:27]([NH:30][C:31]([NH:10][C:7]3[S:8][CH:9]=[C:5]([C:1]([CH3:4])([CH3:3])[CH3:2])[N:6]=3)=[O:32])=[CH:28][CH:29]=2)[CH2:20][CH2:19]1)=[O:17])([CH3:14])([CH3:12])[CH3:13]. The catalyst class is: 10. (2) Reactant: [F:1][C:2]1[CH:3]=[CH:4][C:5]2[N:6]([C:8]([C:11]3[N:16]=[C:15]([NH:17][C@@H:18]4[CH2:23][CH2:22][CH2:21][N:20]([C:24](=[O:28])[CH2:25][C:26]#[N:27])[CH2:19]4)[C:14]([N+:29]([O-])=O)=[CH:13][N:12]=3)=[CH:9][N:10]=2)[CH:7]=1.O.O.[Sn](Cl)Cl. Product: [NH2:29][C:14]1[C:15]([NH:17][C@@H:18]2[CH2:23][CH2:22][CH2:21][N:20]([C:24](=[O:28])[CH2:25][C:26]#[N:27])[CH2:19]2)=[N:16][C:11]([C:8]2[N:6]3[CH:7]=[C:2]([F:1])[CH:3]=[CH:4][C:5]3=[N:10][CH:9]=2)=[N:12][CH:13]=1. The catalyst class is: 162. (3) Reactant: [OH:1][CH2:2][CH2:3][O:4][C:5]1[CH:10]=[CH:9][C:8]([CH2:11][C:12]([CH3:27])([CH2:18][CH2:19][CH2:20][C:21]2[CH:26]=[CH:25][CH:24]=[CH:23][CH:22]=2)[C:13]([O:15][CH2:16][CH3:17])=[O:14])=[CH:7][CH:6]=1.[CH3:28][S:29](Cl)(=[O:31])=[O:30]. Product: [CH3:28][S:29]([O:1][CH2:2][CH2:3][O:4][C:5]1[CH:6]=[CH:7][C:8]([CH2:11][C:12]([CH3:27])([CH2:18][CH2:19][CH2:20][C:21]2[CH:22]=[CH:23][CH:24]=[CH:25][CH:26]=2)[C:13]([O:15][CH2:16][CH3:17])=[O:14])=[CH:9][CH:10]=1)(=[O:31])=[O:30]. The catalyst class is: 66. (4) Reactant: [CH2:1]([S:8][C:9]1[CH:10]=[CH:11][C:12](F)=[C:13]([C:15](=[O:30])/[CH:16]=[C:17](/[NH:19][C:20]2[CH:25]=[C:24]([F:26])[C:23]([Br:27])=[CH:22][C:21]=2[O:28][CH3:29])\[CH3:18])[CH:14]=1)[C:2]1[CH:7]=[CH:6][CH:5]=[CH:4][CH:3]=1.C(=O)([O-])[O-].[K+].[K+]. Product: [CH2:1]([S:8][C:9]1[CH:14]=[C:13]2[C:12](=[CH:11][CH:10]=1)[N:19]([C:20]1[CH:25]=[C:24]([F:26])[C:23]([Br:27])=[CH:22][C:21]=1[O:28][CH3:29])[C:17]([CH3:18])=[CH:16][C:15]2=[O:30])[C:2]1[CH:7]=[CH:6][CH:5]=[CH:4][CH:3]=1. The catalyst class is: 16. (5) Reactant: [Br:1][C:2]1[C:3]([O:11][CH2:12][C:13]2[C:14]([CH3:25])=[C:15]([C:19]3[CH:24]=[CH:23][CH:22]=[CH:21][CH:20]=3)[CH:16]=[CH:17][CH:18]=2)=[CH:4][C:5]([OH:10])=[C:6]([CH:9]=1)[CH:7]=[O:8].Cl[CH2:27][C:28]1[CH:29]=[N:30][CH:31]=[C:32]([CH:35]=1)[C:33]#[N:34].C(=O)([O-])[O-].[Cs+].[Cs+].O. Product: [Br:1][C:2]1[C:3]([O:11][CH2:12][C:13]2[C:14]([CH3:25])=[C:15]([C:19]3[CH:24]=[CH:23][CH:22]=[CH:21][CH:20]=3)[CH:16]=[CH:17][CH:18]=2)=[CH:4][C:5]([O:10][CH2:27][C:28]2[CH:29]=[N:30][CH:31]=[C:32]([CH:35]=2)[C:33]#[N:34])=[C:6]([CH:7]=[O:8])[CH:9]=1. The catalyst class is: 9. (6) Product: [Br:1][C:2]1[CH:6]=[N:5][N:4]([CH:7]([CH3:9])[CH3:8])[C:3]=1[C:10]1[CH:11]=[C:12]([NH:18][C:28]([NH:27][C:22]2[CH:23]=[CH:24][C:25]([F:26])=[C:20]([Cl:19])[CH:21]=2)=[O:29])[CH:13]=[CH:14][C:15]=1[O:16][CH3:17]. Reactant: [Br:1][C:2]1[CH:6]=[N:5][N:4]([CH:7]([CH3:9])[CH3:8])[C:3]=1[C:10]1[CH:11]=[C:12]([NH2:18])[CH:13]=[CH:14][C:15]=1[O:16][CH3:17].[Cl:19][C:20]1[CH:21]=[C:22]([N:27]=[C:28]=[O:29])[CH:23]=[CH:24][C:25]=1[F:26]. The catalyst class is: 2.